Dataset: Forward reaction prediction with 1.9M reactions from USPTO patents (1976-2016). Task: Predict the product of the given reaction. (1) Given the reactants [F:1][C:2]1[CH:25]=[CH:24][C:5]([CH2:6][N:7]2[CH2:16][CH2:15][CH:14]3[C:9](=[C:10]([OH:22])[C:11](=[O:21])[N:12]([CH3:20])[CH:13]3[C:17](O)=[O:18])[C:8]2=[O:23])=[CH:4][CH:3]=1.C(Cl)CCl.Cl.[CH3:31][NH:32][CH3:33].C1C=CC2N(O)N=NC=2C=1.C(N(CC)CC)C, predict the reaction product. The product is: [CH3:31][N:32]([CH3:33])[C:17]([CH:13]1[N:12]([CH3:20])[C:11](=[O:21])[C:10]([OH:22])=[C:9]2[CH:14]1[CH2:15][CH2:16][N:7]([CH2:6][C:5]1[CH:4]=[CH:3][C:2]([F:1])=[CH:25][CH:24]=1)[C:8]2=[O:23])=[O:18]. (2) Given the reactants [CH3:1][C:2]1[N:10]=[CH:9][CH:8]=[CH:7][C:3]=1[C:4]([OH:6])=O.C(Cl)(=O)C(Cl)=O.[NH2:17][C:18]1[CH:23]=[CH:22][C:21]([N:24]2[C:30](=[O:31])[CH2:29][C:28](=[O:32])[NH:27][C:26]3[C:33]4[C:38]([CH:39]=[CH:40][C:25]2=3)=[CH:37][CH:36]=[CH:35][CH:34]=4)=[CH:20][CH:19]=1.C(=O)([O-])O.[Na+], predict the reaction product. The product is: [CH3:1][C:2]1[C:3]([C:4]([NH:17][C:18]2[CH:23]=[CH:22][C:21]([N:24]3[C:30](=[O:31])[CH2:29][C:28](=[O:32])[NH:27][C:26]4[C:33]5[C:38]([CH:39]=[CH:40][C:25]3=4)=[CH:37][CH:36]=[CH:35][CH:34]=5)=[CH:20][CH:19]=2)=[O:6])=[CH:7][CH:8]=[CH:9][N:10]=1. (3) Given the reactants [Br:1][C:2]1[CH:11]=[C:10]2[C:5]([C:6](=[O:16])[N:7]3[CH2:15][CH2:14][NH:13][CH2:12][C:8]3=[N:9]2)=[CH:4][CH:3]=1.Br[CH:18]([CH2:20][CH3:21])[CH3:19], predict the reaction product. The product is: [Br:1][C:2]1[CH:11]=[C:10]2[C:5]([C:6](=[O:16])[N:7]3[CH2:15][CH2:14][N:13]([CH:18]([CH2:20][CH3:21])[CH3:19])[CH2:12][C:8]3=[N:9]2)=[CH:4][CH:3]=1. (4) Given the reactants Br[C:2]1[CH:3]=[N:4][CH:5]=[N:6][CH:7]=1.[CH2:8]([OH:11])[CH:9]=[CH2:10].[H-].[Na+], predict the reaction product. The product is: [CH2:8]([O:11][C:2]1[CH:3]=[N:4][CH:5]=[N:6][CH:7]=1)[CH:9]=[CH2:10]. (5) Given the reactants [O:1]1[CH2:5][CH2:4][CH2:3][CH:2]1[CH2:6][NH:7][S:8]([NH:11]C(=O)OCC1C=CC=CC=1)(=[O:10])=[O:9], predict the reaction product. The product is: [O:1]1[CH2:5][CH2:4][CH2:3][CH:2]1[CH2:6][NH:7][S:8]([NH2:11])(=[O:10])=[O:9].